This data is from Full USPTO retrosynthesis dataset with 1.9M reactions from patents (1976-2016). The task is: Predict the reactants needed to synthesize the given product. (1) Given the product [CH2:7]([N:3]1[CH2:2][CH2:1][C:32]2([CH2:31][N:12]([C:11]3[N:16]=[C:15]([C:17]4[CH:26]=[CH:25][C:24]5[C:19](=[CH:20][CH:21]=[CH:22][CH:23]=5)[CH:18]=4)[CH:14]=[CH:13][N:12]=3)[CH2:13][CH2:14]2)[CH2:6][CH2:4]1)[C:9]1[CH:25]=[CH:26][CH:17]=[CH:18][CH:19]=1, predict the reactants needed to synthesize it. The reactants are: [CH3:1][CH2:2][N:3]([CH:7]([CH3:9])C)[CH:4]([CH3:6])C.Cl[C:11]1[N:16]=[C:15]([C:17]2[CH:26]=[CH:25][C:24]3[C:19](=[CH:20][CH:21]=[CH:22][CH:23]=3)[CH:18]=2)[CH:14]=[CH:13][N:12]=1.C(O[CH2:31][CH3:32])(=O)C. (2) Given the product [C:28]([NH:1][CH2:2][C@@H:3]1[O:7][C:6](=[O:8])[N:5]([C:9]2[CH:14]=[CH:13][C:12]([C:15]([NH:17][OH:18])=[O:16])=[C:11]([F:20])[CH:10]=2)[CH2:4]1)(=[S:30])[CH3:29], predict the reactants needed to synthesize it. The reactants are: [NH2:1][CH2:2][C@@H:3]1[O:7][C:6](=[O:8])[N:5]([C:9]2[CH:14]=[CH:13][C:12]([C:15]([NH:17][O:18]C)=[O:16])=[C:11]([F:20])[CH:10]=2)[CH2:4]1.C(N(CC)CC)C.[C:28](SCC)(=[S:30])[CH3:29].